Task: Regression. Given two drug SMILES strings and cell line genomic features, predict the synergy score measuring deviation from expected non-interaction effect.. Dataset: NCI-60 drug combinations with 297,098 pairs across 59 cell lines (1) Drug 1: C1=CC(=C2C(=C1NCCNCCO)C(=O)C3=C(C=CC(=C3C2=O)O)O)NCCNCCO. Drug 2: CNC(=O)C1=NC=CC(=C1)OC2=CC=C(C=C2)NC(=O)NC3=CC(=C(C=C3)Cl)C(F)(F)F. Cell line: NCI/ADR-RES. Synergy scores: CSS=32.1, Synergy_ZIP=-1.50, Synergy_Bliss=-0.304, Synergy_Loewe=-1.49, Synergy_HSA=-0.678. (2) Drug 1: CC1=CC2C(CCC3(C2CCC3(C(=O)C)OC(=O)C)C)C4(C1=CC(=O)CC4)C. Drug 2: CN(CC1=CN=C2C(=N1)C(=NC(=N2)N)N)C3=CC=C(C=C3)C(=O)NC(CCC(=O)O)C(=O)O. Cell line: NCI-H226. Synergy scores: CSS=-4.92, Synergy_ZIP=11.6, Synergy_Bliss=8.75, Synergy_Loewe=-11.6, Synergy_HSA=-5.00.